This data is from Reaction yield outcomes from USPTO patents with 853,638 reactions. The task is: Predict the reaction yield, written as a fraction of the theoretical maximum amount of product (1.0 means a 100% yield; for example, 0.34 means a 34% yield). (1) The reactants are [N-:1]=[N+:2]=[N-:3].[Na+].[CH3:5][O:6][C:7]1[CH:12]=[CH:11][C:10]([CH2:13][CH2:14][CH2:15][CH2:16]OS(C2C=CC(C)=CC=2)(=O)=O)=[CH:9][CH:8]=1. The catalyst is CN(C=O)C. The product is [CH3:5][O:6][C:7]1[CH:12]=[CH:11][C:10]([CH2:13][CH2:14][CH2:15][CH2:16][N:1]=[N+:2]=[N-:3])=[CH:9][CH:8]=1. The yield is 0.950. (2) The reactants are [CH3:1][O:2][C:3]1[CH:4]=[C:5]([C:9]2[O:10][CH:11]=[C:12]([C:14]3[CH:19]=[CH:18]C(N)=[CH:16][CH:15]=3)[N:13]=2)[CH:6]=[CH:7][CH:8]=1.C([O-])([O-])=O.[K+].[K+].[CH3:27][N:28]([CH:30]=O)[CH3:29]. The product is [CH3:1][O:2][C:3]1[CH:4]=[C:5]([C:9]2[O:10][CH:11]=[C:12]([C:14]3[CH:19]=[CH:18][C:30]([N:28]([CH3:27])[CH3:29])=[CH:16][CH:15]=3)[N:13]=2)[CH:6]=[CH:7][CH:8]=1. No catalyst specified. The yield is 0.790. (3) The reactants are C[O:2][C:3]([C@@H:5]1[C@@H:9]([O:10][CH3:11])[CH2:8][CH2:7][N:6]1[C:12]([O:14][C:15]([CH3:18])([CH3:17])[CH3:16])=[O:13])=O.[NH3:19]. The catalyst is CO. The product is [C:15]([O:14][C:12]([N:6]1[CH2:7][CH2:8][C@H:9]([O:10][CH3:11])[C@H:5]1[C:3](=[O:2])[NH2:19])=[O:13])([CH3:18])([CH3:17])[CH3:16]. The yield is 0.310. (4) The reactants are [C:1]([O:5][CH:6]([C:11]1[C:16]([CH3:17])=[CH:15][CH:14]=[C:13]([CH:18]2[CH2:20][CH2:19]2)[C:12]=1[C:21]1[CH:22]=[CH:23][C:24]2[O:29][CH2:28][CH2:27][CH2:26][C:25]=2[CH:30]=1)[C:7]([O:9]C)=[O:8])([CH3:4])([CH3:3])[CH3:2].[OH-].[Li+]. The catalyst is O1CCOCC1.O. The product is [C:1]([O:5][CH:6]([C:11]1[C:16]([CH3:17])=[CH:15][CH:14]=[C:13]([CH:18]2[CH2:19][CH2:20]2)[C:12]=1[C:21]1[CH:22]=[CH:23][C:24]2[O:29][CH2:28][CH2:27][CH2:26][C:25]=2[CH:30]=1)[C:7]([OH:9])=[O:8])([CH3:4])([CH3:2])[CH3:3]. The yield is 0.910. (5) The reactants are O[CH2:2][C:3]1([CH3:9])[CH2:7][O:6][C:5](=[O:8])[NH:4]1.S(Cl)([Cl:12])=O.N1C=CC=CC=1. The catalyst is ClCCCl. The product is [Cl:12][CH2:2][C:3]1([CH3:9])[CH2:7][O:6][C:5](=[O:8])[NH:4]1. The yield is 0.710. (6) The reactants are [C:1]([O:5][C:6]([N:8]1[C:16]2[C:11](=[CH:12][C:13]([CH:17]=[CH2:18])=[CH:14][CH:15]=2)[CH2:10][CH2:9]1)=[O:7])([CH3:4])([CH3:3])[CH3:2].Br[CH:20]([C:25]1[CH:26]=[C:27]([Cl:33])[C:28]([F:32])=[C:29]([Cl:31])[CH:30]=1)[C:21]([F:24])([F:23])[F:22].N1C=CC=CC=1C1C=CC=CN=1. The catalyst is Cl[Cu]. The product is [Cl:31][C:29]1[CH:30]=[C:25]([CH:20]([C:21]([F:24])([F:23])[F:22])/[CH:18]=[CH:17]/[C:13]2[CH:12]=[C:11]3[C:16](=[CH:15][CH:14]=2)[N:8]([C:6]([O:5][C:1]([CH3:4])([CH3:3])[CH3:2])=[O:7])[CH2:9][CH2:10]3)[CH:26]=[C:27]([Cl:33])[C:28]=1[F:32]. The yield is 0.610. (7) The reactants are [C:12]([O:11][C:9](O[C:9]([O:11][C:12]([CH3:15])([CH3:14])[CH3:13])=[O:10])=[O:10])([CH3:15])([CH3:14])[CH3:13].[NH2:16][C:17]1[CH:24]=[CH:23][C:20]([C:21]#[N:22])=[CH:19][CH:18]=1. The catalyst is C1(C)C=CC=CC=1. The product is [C:12]([O:11][C:9]([NH:16][C:17]1[CH:24]=[CH:23][C:20]([C:21]#[N:22])=[CH:19][CH:18]=1)=[O:10])([CH3:13])([CH3:14])[CH3:15]. The yield is 0.590. (8) The reactants are [Cl:1][C:2]1[CH:3]=[C:4]([CH:19]=[C:20]([O:23][CH:24]([CH3:26])[CH3:25])[C:21]=1[Cl:22])[C:5]([NH:7][C:8]1[CH:17]=[CH:16][C:11]([C:12]([O:14]C)=[O:13])=[C:10]([CH3:18])[CH:9]=1)=[O:6]. The catalyst is CO. The product is [Cl:1][C:2]1[CH:3]=[C:4]([CH:19]=[C:20]([O:23][CH:24]([CH3:26])[CH3:25])[C:21]=1[Cl:22])[C:5]([NH:7][C:8]1[CH:17]=[CH:16][C:11]([C:12]([OH:14])=[O:13])=[C:10]([CH3:18])[CH:9]=1)=[O:6]. The yield is 0.410. (9) The reactants are [Cl:1][C:2]1[CH:10]=[C:9]([CH:11]([O:19][CH2:20][C:21]2([C:34]3[CH:39]=[CH:38][C:37]([F:40])=[CH:36][CH:35]=3)[CH2:26][CH2:25][N:24]([C:27]([O:29][C:30]([CH3:33])([CH3:32])[CH3:31])=[O:28])[CH2:23][CH2:22]2)[CH2:12][CH2:13]OS(C)(=O)=O)[C:8]2[C:4](=[CH:5][N:6]([CH2:41][O:42][CH2:43][CH2:44][Si:45]([CH3:48])([CH3:47])[CH3:46])[N:7]=2)[CH:3]=1.[Li+].[B-](CC)(CC)CC. The catalyst is C1COCC1.CCOCC.O. The product is [Cl:1][C:2]1[CH:10]=[C:9]([CH:11]([O:19][CH2:20][C:21]2([C:34]3[CH:39]=[CH:38][C:37]([F:40])=[CH:36][CH:35]=3)[CH2:26][CH2:25][N:24]([C:27]([O:29][C:30]([CH3:33])([CH3:32])[CH3:31])=[O:28])[CH2:23][CH2:22]2)[CH2:12][CH3:13])[C:8]2[C:4](=[CH:5][N:6]([CH2:41][O:42][CH2:43][CH2:44][Si:45]([CH3:48])([CH3:46])[CH3:47])[N:7]=2)[CH:3]=1. The yield is 0.605. (10) The reactants are [CH3:1][C:2]1[N:7]=[C:6]([NH:8][CH2:9][C:10]2[CH:15]=[CH:14][C:13]([C:16]([F:19])([F:18])[F:17])=[CH:12][CH:11]=2)[N:5]=[C:4]([NH2:20])[C:3]=1[NH2:21].[CH:22]1([CH2:27][C:28](Cl)=[O:29])[CH2:26][CH2:25][CH2:24][CH2:23]1. The catalyst is C(#N)C. The product is [NH2:20][C:4]1[C:3]([NH:21][C:28](=[O:29])[CH2:27][CH:22]2[CH2:26][CH2:25][CH2:24][CH2:23]2)=[C:2]([CH3:1])[N:7]=[C:6]([NH:8][CH2:9][C:10]2[CH:11]=[CH:12][C:13]([C:16]([F:18])([F:19])[F:17])=[CH:14][CH:15]=2)[N:5]=1. The yield is 0.250.